Dataset: Full USPTO retrosynthesis dataset with 1.9M reactions from patents (1976-2016). Task: Predict the reactants needed to synthesize the given product. (1) Given the product [OH:15][C:10]1[CH:11]=[C:12]2[C:7](=[CH:8][CH:9]=1)[O:6][C:5](=[O:16])[C:4]([CH2:3][CH2:2][N:17]1[CH2:21][CH2:20][CH2:19][CH2:18]1)=[C:13]2[CH3:14], predict the reactants needed to synthesize it. The reactants are: Br[CH2:2][CH2:3][C:4]1[C:5](=[O:16])[O:6][C:7]2[C:12]([C:13]=1[CH3:14])=[CH:11][C:10]([OH:15])=[CH:9][CH:8]=2.[NH:17]1[CH2:21][CH2:20][CH2:19][CH2:18]1. (2) Given the product [C:6]1(=[O:7])[NH:2][C:3](=[O:12])[C:4]2=[CH:11][CH:10]=[CH:9][CH:8]=[C:5]12.[C:13](=[S:15])([S-:16])[NH2:14], predict the reactants needed to synthesize it. The reactants are: Br[N:2]1[C:6](=[O:7])[C:5]2=[CH:8][CH:9]=[CH:10][CH:11]=[C:4]2[C:3]1=[O:12].[C:13](=[S:16])([S-:15])[NH2:14].[Na+]. (3) Given the product [NH2:18][C:15]1[CH:16]=[CH:17][C:12]([S:9]([NH:8][C:3]2[CH:4]=[CH:5][CH:6]=[CH:7][C:2]=2[Cl:1])(=[O:11])=[O:10])=[CH:13][CH:14]=1, predict the reactants needed to synthesize it. The reactants are: [Cl:1][C:2]1[CH:7]=[CH:6][CH:5]=[CH:4][C:3]=1[NH:8][S:9]([C:12]1[CH:17]=[CH:16][C:15]([N+:18]([O-])=O)=[CH:14][CH:13]=1)(=[O:11])=[O:10]. (4) Given the product [F:1][C:2]1[CH:12]=[C:11]([CH:13]([CH3:15])[CH3:14])[CH:10]=[CH:9][C:3]=1[NH:4][C:5]([O:7][CH3:8])=[O:6], predict the reactants needed to synthesize it. The reactants are: [F:1][C:2]1[CH:12]=[CH:11][CH:10]=[CH:9][C:3]=1[NH:4][C:5]([O:7][CH3:8])=[O:6].[CH:13](O)([CH3:15])[CH3:14].CCCCCC. (5) Given the product [Cl:11][C:12]1[CH:17]=[CH:16][CH:15]=[CH:14][C:13]=1[CH2:18][S:19]([NH:8][C:5]1[N:6]=[N:7][C:2]([I:1])=[CH:3][C:4]=1[O:9][CH3:10])(=[O:21])=[O:20], predict the reactants needed to synthesize it. The reactants are: [I:1][C:2]1[N:7]=[N:6][C:5]([NH2:8])=[C:4]([O:9][CH3:10])[CH:3]=1.[Cl:11][C:12]1[CH:17]=[CH:16][CH:15]=[CH:14][C:13]=1[CH2:18][S:19](Cl)(=[O:21])=[O:20]. (6) Given the product [NH:8]1[CH2:12][CH2:11][CH:10]([O:13][C:14]2[CH:15]=[N:16][CH:17]=[CH:18][CH:19]=2)[CH2:9]1, predict the reactants needed to synthesize it. The reactants are: C(OC([N:8]1[CH2:12][CH2:11][CH:10]([O:13][C:14]2[CH:15]=[N:16][CH:17]=[CH:18][CH:19]=2)[CH2:9]1)=O)(C)(C)C.C(O)(C(F)(F)F)=O.